Predict the product of the given reaction. From a dataset of Forward reaction prediction with 1.9M reactions from USPTO patents (1976-2016). Given the reactants [H-].[Na+].[Cl-].[CH3:4][S+](C)(C)=O.[CH3:9][N:10]1[CH:14]=[C:13]([C:15]2[CH:16]=[CH:17][C:18]3[N:19]([C:21]([C:24]([C:26]4[CH:27]=[C:28]5[C:33](=[CH:34][CH:35]=4)[N:32]=[CH:31][CH:30]=[CH:29]5)=[CH2:25])=[CH:22][N:23]=3)[N:20]=2)[CH:12]=[N:11]1.[OH-].[Na+], predict the reaction product. The product is: [CH3:9][N:10]1[CH:14]=[C:13]([C:15]2[CH:16]=[CH:17][C:18]3[N:19]([C:21]([C:24]4([C:26]5[CH:27]=[C:28]6[C:33](=[CH:34][CH:35]=5)[N:32]=[CH:31][CH:30]=[CH:29]6)[CH2:4][CH2:25]4)=[CH:22][N:23]=3)[N:20]=2)[CH:12]=[N:11]1.